Dataset: Reaction yield outcomes from USPTO patents with 853,638 reactions. Task: Predict the reaction yield, written as a fraction of the theoretical maximum amount of product (1.0 means a 100% yield; for example, 0.34 means a 34% yield). (1) The reactants are [Br:1][C:2]1[CH:3]=[C:4]([N+:13]([O-])=O)[C:5]2[N:9]=[C:8]([CH3:10])[N:7]([CH3:11])[C:6]=2[CH:12]=1.C.O.NN.CCCCCCC. The catalyst is CO.[Fe](Cl)(Cl)Cl. The product is [Br:1][C:2]1[CH:3]=[C:4]([NH2:13])[C:5]2[N:9]=[C:8]([CH3:10])[N:7]([CH3:11])[C:6]=2[CH:12]=1. The yield is 0.790. (2) The reactants are [Cl:1][C:2]1[CH:10]=[CH:9][C:5]([C:6]([OH:8])=O)=[CH:4][N:3]=1.Cl.C(N=C=NCCCN(C)C)C.OC1C2N=NNC=2C=CC=1.C(N(CC)CC)C.[F:40][C:41]([F:51])([F:50])[C:42]1[CH:47]=[CH:46][C:45]([NH2:48])=[C:44]([NH2:49])[CH:43]=1. The catalyst is [Cl-].[Na+].O.CN(C=O)C. The product is [NH2:49][C:44]1[CH:43]=[C:42]([C:41]([F:40])([F:50])[F:51])[CH:47]=[CH:46][C:45]=1[NH:48][C:6](=[O:8])[C:5]1[CH:9]=[CH:10][C:2]([Cl:1])=[N:3][CH:4]=1. The yield is 0.420. (3) The reactants are N#N.Cl[C:4]1[N:5]=[C:6]2[C:12]([C:13]3[CH:18]=[CH:17][CH:16]=[CH:15][CH:14]=3)=[C:11]([C:19]3[CH:24]=[CH:23][C:22]([C:25]4([NH:29][C:30](=[O:36])[O:31][C:32]([CH3:35])([CH3:34])[CH3:33])[CH2:28][CH2:27][CH2:26]4)=[CH:21][CH:20]=3)[O:10][C:7]2=[N:8][CH:9]=1.[NH:37]1[CH:41]=[C:40](B2OC(C)(C)C(C)(C)O2)[CH:39]=[N:38]1.P([O-])([O-])([O-])=O.[K+].[K+].[K+]. The catalyst is CN(C=O)C.C1C=CC([P]([Pd]([P](C2C=CC=CC=2)(C2C=CC=CC=2)C2C=CC=CC=2)([P](C2C=CC=CC=2)(C2C=CC=CC=2)C2C=CC=CC=2)[P](C2C=CC=CC=2)(C2C=CC=CC=2)C2C=CC=CC=2)(C2C=CC=CC=2)C2C=CC=CC=2)=CC=1.O. The product is [C:13]1([C:12]2[C:6]3[C:7](=[N:8][CH:9]=[C:4]([C:40]4[CH:41]=[N:37][NH:38][CH:39]=4)[N:5]=3)[O:10][C:11]=2[C:19]2[CH:24]=[CH:23][C:22]([C:25]3([NH:29][C:30](=[O:36])[O:31][C:32]([CH3:35])([CH3:34])[CH3:33])[CH2:28][CH2:27][CH2:26]3)=[CH:21][CH:20]=2)[CH:18]=[CH:17][CH:16]=[CH:15][CH:14]=1. The yield is 0.810. (4) The reactants are [CH2:1]1[C:10]2[C:5](=[CH:6][C:7]([O:11][C:12]3[CH:20]=[CH:19][C:15]([C:16]([NH2:18])=[O:17])=[CH:14][CH:13]=3)=[CH:8][CH:9]=2)[CH2:4][CH2:3][NH:2]1.CN(C=O)C.CCN(CC)CC.[CH2:33](Br)[CH2:34][CH2:35][CH2:36][CH3:37]. The catalyst is C(OCC)(=O)C. The product is [CH2:33]([N:2]1[CH2:3][CH2:4][C:5]2[C:10](=[CH:9][CH:8]=[C:7]([O:11][C:12]3[CH:20]=[CH:19][C:15]([C:16]([NH2:18])=[O:17])=[CH:14][CH:13]=3)[CH:6]=2)[CH2:1]1)[CH2:34][CH2:35][CH2:36][CH3:37]. The yield is 0.770. (5) The reactants are [N:1]1[CH:6]=[CH:5][CH:4]=[CH:3][C:2]=1[CH2:7][N:8](S(C1C=CC=CC=1[N+]([O-])=O)(=O)=O)[CH2:9][C:10]1[CH:15]=[CH:14][C:13]([CH2:16][NH:17][CH:18]2[C:27]3[N:26]=[CH:25][CH:24]=[C:23]([O:28][CH3:29])[C:22]=3[CH2:21][CH2:20][CH2:19]2)=[CH:12][CH:11]=1.C1(S)C=CC=CC=1.C([O-])([O-])=O.[K+].[K+]. The catalyst is CC#N. The product is [N:1]1[CH:6]=[CH:5][CH:4]=[CH:3][C:2]=1[CH2:7][NH:8][CH2:9][C:10]1[CH:11]=[CH:12][C:13]([CH2:16][NH:17][CH:18]2[C:27]3[N:26]=[CH:25][CH:24]=[C:23]([O:28][CH3:29])[C:22]=3[CH2:21][CH2:20][CH2:19]2)=[CH:14][CH:15]=1. The yield is 0.820. (6) The reactants are [F:1][C:2]1[C:10]2[NH:9][C:8](=[O:11])[N:7]([CH:12]3[CH2:17][CH2:16][N:15](C(OC(C)(C)C)=O)[CH2:14][CH2:13]3)[C:6]=2[CH:5]=[CH:4][CH:3]=1.[ClH:25].O1CCOCC1. The catalyst is ClCCl. The product is [ClH:25].[F:1][C:2]1[C:10]2[NH:9][C:8](=[O:11])[N:7]([CH:12]3[CH2:17][CH2:16][NH:15][CH2:14][CH2:13]3)[C:6]=2[CH:5]=[CH:4][CH:3]=1. The yield is 1.00.